This data is from Full USPTO retrosynthesis dataset with 1.9M reactions from patents (1976-2016). The task is: Predict the reactants needed to synthesize the given product. (1) The reactants are: [CH3:1][N:2]1[CH2:7][CH2:6][N:5]([C:8](=[O:21])[CH2:9][CH2:10][CH2:11][O:12][C:13]2[CH:14]=[C:15]([CH:18]=[CH:19][CH:20]=2)[CH:16]=O)[CH2:4][CH2:3]1.[CH:22]([C:24]1[CH:25]=C(C=C[CH:36]=1)OCCCC(O)=O)=O.CN1CCNCC1.CN(C)CCCN=C=NCC.O.O[N:57]1[C:61]2[CH:62]=[CH:63][CH:64]=[CH:65][C:60]=2[N:59]=N1. Given the product [C:24]([C:63]1[CH:64]=[CH:65][C:60]2[NH:59][C:16]([C:15]3[CH:14]=[C:13]([CH:20]=[CH:19][CH:18]=3)[O:12][CH2:11][CH2:10][CH2:9][C:8]([N:5]3[CH2:6][CH2:7][N:2]([CH3:1])[CH2:3][CH2:4]3)=[O:21])=[N:57][C:61]=2[CH:62]=1)([CH3:25])([CH3:36])[CH3:22], predict the reactants needed to synthesize it. (2) The reactants are: [C:1]([C:3]1[C:4]([CH3:27])=[C:5]([C@H:10]2[O:15][CH2:14][C@@H:13]3[CH2:16][N:17](C(OC(C)(C)C)=O)[CH2:18][CH2:19][N:12]3[CH2:11]2)[CH:6]=[CH:7][C:8]=1[F:9])#[N:2].[C:28]([OH:34])([C:30]([F:33])([F:32])[F:31])=[O:29]. Given the product [F:31][C:30]([F:33])([F:32])[C:28]([OH:34])=[O:29].[F:9][C:8]1[C:3]([C:1]#[N:2])=[C:4]([CH3:27])[C:5]([C@H:10]2[O:15][CH2:14][C@@H:13]3[CH2:16][NH:17][CH2:18][CH2:19][N:12]3[CH2:11]2)=[CH:6][CH:7]=1, predict the reactants needed to synthesize it. (3) Given the product [F:30][C:31]([F:38])([F:37])[C:32]([NH:13][CH2:14][CH2:15][CH2:16][N:17]([CH3:22])[CH2:18][CH2:19][CH2:20][NH:21][C:2]1[N:3]=[N+:4]([O-:12])[C:5]2[CH:11]=[CH:10][CH:9]=[CH:8][C:6]=2[N:7]=1)=[O:33], predict the reactants needed to synthesize it. The reactants are: Cl[C:2]1[N:3]=[N+:4]([O-:12])[C:5]2[CH:11]=[CH:10][CH:9]=[CH:8][C:6]=2[N:7]=1.[NH2:13][CH2:14][CH2:15][CH2:16][N:17]([CH3:22])[CH2:18][CH2:19][CH2:20][NH2:21].CCN(CC)CC.[F:30][C:31]([F:38])([F:37])[C:32](OCC)=[O:33].O. (4) Given the product [C:28]([O:27][C:25]([NH:1][C@H:4]1[CH2:9][C@@H:8]([F:10])[CH2:7][N:6]([C:11]([O:13][CH2:14][C:15]2[CH:20]=[CH:19][CH:18]=[CH:17][CH:16]=2)=[O:12])[CH2:5]1)=[O:26])([CH3:31])([CH3:30])[CH3:29], predict the reactants needed to synthesize it. The reactants are: [N:1]([C@H:4]1[CH2:9][C@@H:8]([F:10])[CH2:7][N:6]([C:11]([O:13][CH2:14][C:15]2[CH:20]=[CH:19][CH:18]=[CH:17][CH:16]=2)=[O:12])[CH2:5]1)=[N+]=[N-].CP(C)C.[C:25](O[C:25]([O:27][C:28]([CH3:31])([CH3:30])[CH3:29])=[O:26])([O:27][C:28]([CH3:31])([CH3:30])[CH3:29])=[O:26]. (5) Given the product [NH2:1][C:2]1[N:3]=[C:4]([O:24][CH:18]2[CH2:23][CH2:22][CH2:21][CH2:20][CH2:19]2)[C:5]([C:14]#[N:15])=[C:6]([C:8]2[O:9][C:10]([CH3:13])=[CH:11][CH:12]=2)[N:7]=1, predict the reactants needed to synthesize it. The reactants are: [NH2:1][C:2]1[N:7]=[C:6]([C:8]2[O:9][C:10]([CH3:13])=[CH:11][CH:12]=2)[C:5]([C:14]#[N:15])=[C:4](SC)[N:3]=1.[CH:18]1([OH:24])[CH2:23][CH2:22][CH2:21][CH2:20][CH2:19]1.C1CCN2C(=NCCC2)CC1. (6) The reactants are: [CH2:1]([O:8][C:9]1[CH:10]=[C:11]([CH:37]=[C:38]([O:40][CH2:41][CH:42]2[CH2:44][CH2:43]2)[CH:39]=1)[CH2:12][N:13]1[C:21]2[C:16](=[CH:17][CH:18]=[CH:19][CH:20]=2)[C:15]([C:22]2[CH:27]=[CH:26][C:25]([C:28]([CH3:31])([CH3:30])[CH3:29])=[CH:24][CH:23]=2)=[C:14]1[C:32]([O:34]CC)=[O:33])[C:2]1[CH:7]=[CH:6][CH:5]=[CH:4][CH:3]=1.CO.[OH-].[Na+].Cl. Given the product [CH:42]1([CH2:41][O:40][C:38]2[CH:37]=[C:11]([CH2:12][N:13]3[C:21]4[C:16](=[CH:17][CH:18]=[CH:19][CH:20]=4)[C:15]([C:22]4[CH:27]=[CH:26][C:25]([C:28]([CH3:31])([CH3:29])[CH3:30])=[CH:24][CH:23]=4)=[C:14]3[C:32]([OH:34])=[O:33])[CH:10]=[C:9]([O:8][CH2:1][C:2]3[CH:3]=[CH:4][CH:5]=[CH:6][CH:7]=3)[CH:39]=2)[CH2:44][CH2:43]1, predict the reactants needed to synthesize it. (7) Given the product [CH:46]1[C:47]2[N:35]([C:32]3[CH:33]=[CH:34][C:29]([C:26]4[CH:27]=[CH:28][C:23]([N:12]5[C:4]6[CH:3]=[C:2]([C:55]7[CH:60]=[CH:61][C:52]([CH:51]=[O:63])=[CH:53][CH:54]=7)[CH:1]=[CH:13][C:5]=6[C:6]6[C:11]5=[CH:10][CH:9]=[CH:8][CH:7]=6)=[CH:24][CH:25]=4)=[CH:30][CH:31]=3)[C:36]3[C:41](=[CH:40][CH:39]=[CH:38][CH:37]=3)[C:42]=2[CH:43]=[CH:44][CH:45]=1, predict the reactants needed to synthesize it. The reactants are: [CH:1]1[C:13]2[NH:12][C:11]3[C:6](=[CH:7][CH:8]=[CH:9][CH:10]=3)[C:5]=2[CH:4]=[CH:3][C:2]=1C1(C=CC=CC1)C=O.Br[C:23]1[CH:28]=[CH:27][C:26]([C:29]2[CH:34]=[CH:33][C:32]([N:35]3[C:47]4[CH:46]=[CH:45][CH:44]=[CH:43][C:42]=4[C:41]4[C:36]3=[CH:37][CH:38]=[CH:39][CH:40]=4)=[CH:31][CH:30]=2)=[CH:25][CH:24]=1.N1[C:61]2[C:52](=[CH:53][CH:54]=[C:55]3[C:60]=2N=CC=C3)[CH:51]=CC=1.C(=O)([O-])[O-:63].[K+].[K+]. (8) Given the product [Cl:1][C:2]1[CH:3]=[CH:4][C:5]2[N:11]3[C:12]([CH:15]4[CH2:16][CH2:17]4)=[N:13][N:14]=[C:10]3[C@@H:9]([CH2:18][CH2:19][C:20]3[S:52][C:24]([CH2:25][CH2:26][C:27]([O:29][CH3:30])=[O:28])=[CH:23][N:22]=3)[S:8][C@H:7]([C:32]3[CH:37]=[CH:36][CH:35]=[C:34]([O:38][CH3:39])[C:33]=3[O:40][CH3:41])[C:6]=2[CH:42]=1, predict the reactants needed to synthesize it. The reactants are: [Cl:1][C:2]1[CH:3]=[CH:4][C:5]2[N:11]3[C:12]([CH:15]4[CH2:17][CH2:16]4)=[N:13][N:14]=[C:10]3[C@@H:9]([CH2:18][CH2:19][C:20]([NH:22][CH2:23][C:24](=O)[CH2:25][CH2:26][C:27]([O:29][CH3:30])=[O:28])=O)[S:8][C@H:7]([C:32]3[CH:37]=[CH:36][CH:35]=[C:34]([O:38][CH3:39])[C:33]=3[O:40][CH3:41])[C:6]=2[CH:42]=1.COC1C=CC(P2(SP(C3C=CC(OC)=CC=3)(=S)S2)=[S:52])=CC=1.